Predict the reaction yield, written as a fraction of the theoretical maximum amount of product (1.0 means a 100% yield; for example, 0.34 means a 34% yield). From a dataset of Reaction yield outcomes from USPTO patents with 853,638 reactions. (1) The reactants are [NH2:1][C:2]1[CH:3]=[C:4]([C:8]2[S:30][C:11]3=[N:12][C:13]([N:17]4[CH2:22][CH2:21][N:20](C(OC(C)(C)C)=O)[CH2:19][CH2:18]4)=[CH:14][C:15](=[O:16])[N:10]3[N:9]=2)[CH:5]=[N:6][CH:7]=1.CC(OC([NH:38][CH2:39][C:40](O)=[O:41])=O)(C)C.CN(C(ON1N=NC2C=CC=NC1=2)=[N+](C)C)C.F[P-](F)(F)(F)(F)F.CCN(C(C)C)C(C)C. The catalyst is CN(C=O)C.CCOC(C)=O. The product is [NH2:38][CH2:39][C:40]([NH:1][C:2]1[CH:7]=[N:6][CH:5]=[C:4]([C:8]2[S:30][C:11]3=[N:12][C:13]([N:17]4[CH2:18][CH2:19][NH:20][CH2:21][CH2:22]4)=[CH:14][C:15](=[O:16])[N:10]3[N:9]=2)[CH:3]=1)=[O:41]. The yield is 0.730. (2) The reactants are [NH2:1][C:2]1[C:3]([C:20]([O-:22])=O)=[N:4][C:5]([C:13]2[CH:18]=[CH:17][CH:16]=[C:15]([OH:19])[CH:14]=2)=[N:6][C:7]=1[NH:8][C:9]([CH3:12])([CH3:11])[CH3:10].[NH2:23]C1C(C([O-])=O)=NC(Cl)=NC=1NC(C)(C)C.[OH:39][C:40]1C=C(B(O)O)C=CC=1.P([O-])([O-])([O-])=O.[K+].[K+].[K+].C1(P(C2CCCCC2)C2C=CC=CC=2C2C(OC)=CC=CC=2OC)CCCCC1. The catalyst is O1CCCC1.O.C([O-])(=O)C.[Pd+2].C([O-])(=O)C. The product is [C:9]([N:8]1[C:40](=[O:39])[NH:1][C:2]2[C:7]1=[N:6][C:5]([C:13]1[CH:18]=[CH:17][CH:16]=[C:15]([OH:19])[CH:14]=1)=[N:4][C:3]=2[C:20]([NH2:23])=[O:22])([CH3:11])([CH3:10])[CH3:12]. The yield is 0.360. (3) The reactants are [Cl:1][C:2]1[C:3]2[S:10][CH:9]=[CH:8][C:4]=2[N:5]=[CH:6][N:7]=1.ClC1C=CN=C2C=C([CH:21]=[O:22])SC=12. No catalyst specified. The product is [Cl:1][C:2]1[C:3]2[S:10][C:9]([CH:21]=[O:22])=[CH:8][C:4]=2[N:5]=[CH:6][N:7]=1. The yield is 0.840. (4) The reactants are [OH:1][C@@H:2]([C:16]1[CH:21]=[CH:20][CH:19]=[CH:18][CH:17]=1)[C@@H:3]1[CH2:8][CH2:7][CH2:6][N:5]([C:9]([O:11][C:12]([CH3:15])([CH3:14])[CH3:13])=[O:10])[CH2:4]1.[H-].[Na+].CS(O[CH2:29][CH2:30][CH2:31][O:32][CH3:33])(=O)=O.O. The catalyst is C1COCC1. The product is [CH3:33][O:32][CH2:31][CH2:30][CH2:29][O:1][C@@H:2]([C:16]1[CH:17]=[CH:18][CH:19]=[CH:20][CH:21]=1)[C@@H:3]1[CH2:8][CH2:7][CH2:6][N:5]([C:9]([O:11][C:12]([CH3:13])([CH3:14])[CH3:15])=[O:10])[CH2:4]1. The yield is 0.970. (5) The reactants are [CH:1]([N:4]1[C:8]([C:9]2[CH:10]=[C:11]3[N:17]([N:18]=2)[C:16]2[CH:19]=[C:20]([C:23](O)=[O:24])[CH:21]=[CH:22][C:15]=2[O:14][CH2:13][CH2:12]3)=[N:7][CH:6]=[N:5]1)([CH3:3])[CH3:2].CCN(C(C)C)C(C)C.CN(C(ON1N=NC2C=CC=NC1=2)=[N+](C)C)C.F[P-](F)(F)(F)(F)F.C1C=CC2N(O)N=NC=2C=1.[NH2:69][CH2:70][C:71]([CH3:74])([OH:73])[CH3:72]. The catalyst is CN(C=O)C. The product is [OH:73][C:71]([CH3:74])([CH3:72])[CH2:70][NH:69][C:23]([C:20]1[CH:21]=[CH:22][C:15]2[O:14][CH2:13][CH2:12][C:11]3[N:17]([N:18]=[C:9]([C:8]4[N:4]([CH:1]([CH3:2])[CH3:3])[N:5]=[CH:6][N:7]=4)[CH:10]=3)[C:16]=2[CH:19]=1)=[O:24]. The yield is 0.670. (6) The reactants are [CH3:1][NH:2][C:3]1[CH:8]=[CH:7][CH:6]=[C:5]([CH2:9][N:10]2[CH2:15][CH2:14][N:13]([CH3:16])[CH2:12][CH2:11]2)[CH:4]=1.[CH2:17]([O:24][C:25]1[CH:30]=[CH:29][C:28](Br)=[CH:27][CH:26]=1)[C:18]1[CH:23]=[CH:22][CH:21]=[CH:20][CH:19]=1.CC([O-])(C)C.[K+]. The catalyst is C1(C)C=CC=CC=1.C1C=CC(/C=C/C(/C=C/C2C=CC=CC=2)=O)=CC=1.C1C=CC(/C=C/C(/C=C/C2C=CC=CC=2)=O)=CC=1.C1C=CC(/C=C/C(/C=C/C2C=CC=CC=2)=O)=CC=1.[Pd].[Pd].C1(C2C=CC=CC=2)C=CC=CC=1P(C1CCCCC1)C1CCCCC1. The product is [CH2:17]([O:24][C:25]1[CH:30]=[CH:29][C:28]([N:2]([CH3:1])[C:3]2[CH:8]=[CH:7][CH:6]=[C:5]([CH2:9][N:10]3[CH2:11][CH2:12][N:13]([CH3:16])[CH2:14][CH2:15]3)[CH:4]=2)=[CH:27][CH:26]=1)[C:18]1[CH:23]=[CH:22][CH:21]=[CH:20][CH:19]=1. The yield is 0.700. (7) The yield is 0.750. The catalyst is CC(C)=O.Cl. The reactants are [Cl:1][C:2]1[N:3]=[C:4]([N:23]2[CH2:28][CH2:27][O:26][CH2:25][CH2:24]2)[S:5][C:6]=1[C:7]1[C:8]([CH3:22])=[N:9][N:10]2[C:15]([CH:16]([CH2:19][CH3:20])[CH2:17][CH3:18])=[CH:14][C:13]([CH3:21])=[N:12][C:11]=12.Cl. The product is [ClH:1].[Cl:1][C:2]1[N:3]=[C:4]([N:23]2[CH2:28][CH2:27][O:26][CH2:25][CH2:24]2)[S:5][C:6]=1[C:7]1[C:8]([CH3:22])=[N:9][N:10]2[C:15]([CH:16]([CH2:17][CH3:18])[CH2:19][CH3:20])=[CH:14][C:13]([CH3:21])=[N:12][C:11]=12. (8) The reactants are O[CH2:2][CH2:3][N:4]1[CH2:9][CH2:8][N:7]([C:10]([O:12][C:13]([CH3:16])([CH3:15])[CH3:14])=[O:11])[CH2:6][CH2:5]1.C1C=CC(P(C2C=CC=CC=2)C2C=CC=CC=2)=CC=1.N1C=NCC=1.[I:41]I. The catalyst is CCOCC.C(#N)C. The product is [I:41][CH2:2][CH2:3][N:4]1[CH2:9][CH2:8][N:7]([C:10]([O:12][C:13]([CH3:16])([CH3:15])[CH3:14])=[O:11])[CH2:6][CH2:5]1. The yield is 0.340. (9) The reactants are [C:1]1([CH2:11][C:12](Cl)=[O:13])[C:10]2[C:5](=[CH:6][CH:7]=[CH:8][CH:9]=2)[CH:4]=[CH:3][CH:2]=1.Cl.[CH3:16][N:17](C)[OH:18].[CH3:20]CN(CC)CC.N#N. The catalyst is C(Cl)Cl. The product is [CH3:20][O:18][N:17]([CH3:16])[C:12](=[O:13])[CH2:11][C:1]1[C:10]2[C:5](=[CH:6][CH:7]=[CH:8][CH:9]=2)[CH:4]=[CH:3][CH:2]=1. The yield is 0.690. (10) The reactants are [CH2:1]([O:3][C:4]([C:6]1[C:15](=O)[C:14]2[C:9](=[CH:10][CH:11]=[C:12]([O:17][CH3:18])[N:13]=2)[NH:8][CH:7]=1)=[O:5])[CH3:2].P(Br)(Br)[Br:20].O.C(=O)([O-])[O-].[Na+].[Na+]. The catalyst is CN(C=O)C. The product is [CH2:1]([O:3][C:4]([C:6]1[CH:7]=[N:8][C:9]2[C:14]([C:15]=1[Br:20])=[N:13][C:12]([O:17][CH3:18])=[CH:11][CH:10]=2)=[O:5])[CH3:2]. The yield is 0.900.